From a dataset of Catalyst prediction with 721,799 reactions and 888 catalyst types from USPTO. Predict which catalyst facilitates the given reaction. Product: [Cl:1][C:2]1[CH:7]=[CH:6][CH:5]=[C:4]([C:8]([F:11])([F:10])[F:9])[C:3]=1[C:12]([N:14]1[C:22]2[C:17](=[C:18]([F:23])[CH:19]=[CH:20][CH:21]=2)[C:16]([N:28]2[CH2:29][CH2:30][CH:31]([C:32]([O:34][CH2:35][CH3:36])=[O:33])[CH:26]([OH:25])[CH2:27]2)=[N:15]1)=[O:13]. Reactant: [Cl:1][C:2]1[CH:7]=[CH:6][CH:5]=[C:4]([C:8]([F:11])([F:10])[F:9])[C:3]=1[C:12]([N:14]1[C:22]2[C:17](=[C:18]([F:23])[CH:19]=[CH:20][CH:21]=2)[C:16](I)=[N:15]1)=[O:13].[OH:25][CH:26]1[CH:31]([C:32]([O:34][CH2:35][CH3:36])=[O:33])[CH2:30][CH2:29][NH:28][CH2:27]1.C([O-])([O-])=O.[Cs+].[Cs+].C(C1CCCCC1=O)(=O)C(C)C. The catalyst class is: 471.